Dataset: Forward reaction prediction with 1.9M reactions from USPTO patents (1976-2016). Task: Predict the product of the given reaction. (1) Given the reactants [CH2:1]([O:3][C:4]([C:6]1[C:7]([O:18][CH3:19])=[C:8]2[C:13](Cl)=[C:12]([C:15]#[N:16])[CH:11]=[N:10][N:9]2[CH:17]=1)=[O:5])[CH3:2].[O:20]([C:27]1[CH:32]=[CH:31][C:30]([NH2:33])=[CH:29][CH:28]=1)[C:21]1[CH:26]=[CH:25][CH:24]=[CH:23][CH:22]=1.COC(C1C(C)=C2C(NC3C=CC(OC4C=CC=CC=4OC(C(OC(C)(C)C)=O)(C)C)=CC=3)=C(C#N)C=NN2C=1)=O.C(OC(C1C(OC)=C2C(O)=C(C#N)C=NN2C=1)=O)C, predict the reaction product. The product is: [CH2:1]([O:3][C:4]([C:6]1[C:7]([O:18][CH3:19])=[C:8]2[C:13]([NH:33][C:30]3[CH:29]=[CH:28][C:27]([O:20][C:21]4[CH:26]=[CH:25][CH:24]=[CH:23][CH:22]=4)=[CH:32][CH:31]=3)=[C:12]([C:15]#[N:16])[CH:11]=[N:10][N:9]2[CH:17]=1)=[O:5])[CH3:2]. (2) Given the reactants [CH3:1][O:2][C:3]1[CH:4]=[C:5]([CH:11]=[CH:12][C:13]=1[N+:14]([O-:16])=[O:15])[CH2:6][CH2:7][PH:8](=[O:10])[OH:9].Br[CH2:18][CH2:19][O:20][CH3:21].C(=O)([O-])[O-].[K+].[K+], predict the reaction product. The product is: [CH3:1][O:2][C:3]1[CH:4]=[C:5]([CH:11]=[CH:12][C:13]=1[N+:14]([O-:16])=[O:15])[CH2:6][CH2:7][PH:8](=[O:9])[O:10][CH2:18][CH2:19][O:20][CH3:21].